Dataset: Peptide-MHC class I binding affinity with 185,985 pairs from IEDB/IMGT. Task: Regression. Given a peptide amino acid sequence and an MHC pseudo amino acid sequence, predict their binding affinity value. This is MHC class I binding data. (1) The peptide sequence is GPIGKLIAV. The MHC is HLA-A02:06 with pseudo-sequence HLA-A02:06. The binding affinity (normalized) is 0. (2) The peptide sequence is LLLIALWNL. The MHC is HLA-A68:01 with pseudo-sequence HLA-A68:01. The binding affinity (normalized) is 0. (3) The peptide sequence is TSIPFLHEY. The MHC is HLA-A01:01 with pseudo-sequence HLA-A01:01. The binding affinity (normalized) is 0.406. (4) The peptide sequence is TPGPGIRYPL. The MHC is HLA-A26:01 with pseudo-sequence HLA-A26:01. The binding affinity (normalized) is 0. (5) The peptide sequence is VIANSTNAT. The MHC is HLA-A25:01 with pseudo-sequence HLA-A25:01. The binding affinity (normalized) is 0.0847. (6) The peptide sequence is MPKDGLKVL. The MHC is HLA-B53:01 with pseudo-sequence HLA-B53:01. The binding affinity (normalized) is 0.284. (7) The peptide sequence is KQLCYCPASK. The MHC is HLA-A03:01 with pseudo-sequence HLA-A03:01. The binding affinity (normalized) is 0.695. (8) The peptide sequence is SILSPFLPLL. The MHC is HLA-A68:01 with pseudo-sequence HLA-A68:01. The binding affinity (normalized) is 0.190. (9) The peptide sequence is CVMASSALLW. The MHC is HLA-B53:01 with pseudo-sequence HLA-B53:01. The binding affinity (normalized) is 0.742. (10) The binding affinity (normalized) is 1.00. The peptide sequence is AFMRFDDQF. The MHC is HLA-A24:03 with pseudo-sequence HLA-A24:03.